Dataset: Experimentally validated miRNA-target interactions with 360,000+ pairs, plus equal number of negative samples. Task: Binary Classification. Given a miRNA mature sequence and a target amino acid sequence, predict their likelihood of interaction. (1) The miRNA is hsa-miR-6505-3p with sequence UGACUUCUACCUCUUCCAAAG. The protein sequence of the target gene is MSQVTFSDVAIDFSHEEWACLDSAQRDLYKDVMVQNYENLVSVGLSVTKPYVIMLLEDGKEPWMMEKKLSKAYPFPLSHSVPASVNFGFSALFEHCSEVTEIFELSELCVFWVLHFLSNSPNSTVEAFSRSKKKKKKKKKRQCFAFLIYFRLGIKMGKQGIINKEGYLYEDSPQPVTMEKVVKQSYEFSNSNKNLEYTECDTFRSTFHSKSTLSEPQNNSAEGNSHKYDILKKNLSKKSVIKSERINGGKKLLNSNKSGAAFNQSKSLTLPQTCNREKIYTCSECGKAFGKQSILSRHWR.... Result: 0 (no interaction). (2) Result: 1 (interaction). The miRNA is hsa-miR-4720-3p with sequence UGCUUAAGUUGUACCAAGUAU. The protein sequence of the target gene is MAVVGVSSVSRLLGRSRPQLGRPMSSGAHGEEGSARMWKTLTFFVALPGVAVSMLNVYLKSHHGEHERPEFIAYPHLRIRTKPFPWGDGNHTLFHNPHVNPLPTGYEDE. (3) The miRNA is hsa-miR-3689a-3p with sequence CUGGGAGGUGUGAUAUCGUGGU. The protein sequence of the target gene is MAFVKSGWLLRQSTILKRWKKNWFDLWSDGHLIYYDDQTRQNIEDKVHMPMDCINIRTGQECRDTQPPDGKSKDCMLQIVCRDGKTISLCAESTDDCLAWKFTLQDSRTNTAYVGSAVMTDETSVVSSPPPYTAYAAPAPEQAYGYGPYGGAYPPGTQVVYAANGQAYAVPYQYPYAGLYGQQPANQVIIRERYRDNDSDLALGMLAGAATGMALGSLFWVF. Result: 1 (interaction). (4) The miRNA is hsa-miR-4713-5p with sequence UUCUCCCACUACCAGGCUCCCA. The protein sequence of the target gene is MAAVAAEAAATAASPGEGGAGEAEPEMEPIPGSEAGTDPLPVTATEASVPDGETDGQQSAPQADEPPLPPPPPPPGELARSPEAVGPELEAEEKLSVRVAESAAAAPQGGPELPPSPASPPEQPPAPEEREEPPLPQPVAPALVPPAGGDSTVSQLIPGSEVRVTLDHIIEDALVVSFRFGEKLFSGVLMDLSKRFGPHGIPVTVFPKREYKDKPEAMPLQSNTFQEGTEVKCEANGAVPDDPSPVPHPELSLAESLWTSKPPPLFHEGAPYPPPLFIRDTYNQSIPQPPPRKIKRPKRK.... Result: 1 (interaction). (5) The miRNA is hsa-miR-629-3p with sequence GUUCUCCCAACGUAAGCCCAGC. The protein sequence of the target gene is MSCSGSGADPEAAPASAASAPGPAPPVSAPAALPSSTAAENKASPAGTAGGPGAGAAAGGTGPLAARAGEPAERRGAAPVSAGGAAPPEGAISNGVYVLPSAANGDVKPVVSSTPLVDFLMQLEDYTPTIPDAVTGYYLNRAGFEASDPRIIRLISLAAQKFISDIANDALQHCKMKGTASGSSRSKSKDRKYTLTMEDLTPALSEYGINVKKPHYFT. Result: 0 (no interaction). (6) The miRNA is hsa-miR-26b-5p with sequence UUCAAGUAAUUCAGGAUAGGU. The protein sequence of the target gene is MAPWPPKGLVPAMLWGLSLFLNLPGPIWLQPSPPPQSSPPPQPHPCHTCRGLVDSFNKGLERTIRDNFGGGNTAWEEENLSKYKDSETRLVEVLEGVCSKSDFECHRLLELSEELVESWWFHKQQEAPDLFQWLCSDSLKLCCPAGTFGPSCLPCPGGTERPCGGYGQCEGEGTRGGSGHCDCQAGYGGEACGQCGLGYFEAERNASHLVCSACFGPCARCSGPEESNCLQCKKGWALHHLKCVDIDECGTEGANCGADQFCVNTEGSYECRDCAKACLGCMGAGPGRCKKCSPGYQQVG.... Result: 1 (interaction). (7) The miRNA is hsa-miR-4699-3p with sequence AAUUUACUCUGCAAUCUUCUCC. The protein sequence of the target gene is MAFNFGAPSGTSGTAAATAAPAGGFGGFGTTSTTAGSAFSFSAPTNTGTTGLFGGTQNKGFGFGTGFGTTTGTSTGLGTGLGTGLGFGGFNTQQQQQTTLGGLFSQPTQAPTQSNQLINTASALSAPTLLGDERDAILAKWNQLQAFWGTGKGYFNNNIPPVEFTQENPFCRFKAVGYSCMPSNKDEDGLVVLVFNKKETEIRSQQQQLVESLHKVLGGNQTLTVNVEGTKTLPDDQTEVVIYVVERSPNGTSRRVPATTLYAHFEQANIKTQLQQLGVTLSMTRTELSPAQIKQLLQNP.... Result: 1 (interaction). (8) The miRNA is hsa-miR-4999-3p with sequence UCACUACCUGACAAUACAGU. The protein sequence of the target gene is MLMPLCGLLWWWWCCCSGWYCYGLCAPAPQMLRHQGLLKCRCRMLFNDLKVFLLRRPPQAPLPMHGDPQPPGLAANNTLPALGAGGWAGWRGPREVVGREPPPVPPPPPLPPSSVEDDWGGPATEPPASLLSSASSDDFCKEKTEDRYSLGSSLDSGMRTPLCRICFQGPEQGELLSPCRCDGSVKCTHQPCLIKWISERGCWSCELCYYKYHVIAISTKNPLQWQAISLTVIEKVQVAAAILGSLFLIASISWLIWSTFSPSARWQRQDLLFQICYGMYGFMDVVCIGLIIHEGPSVYR.... Result: 1 (interaction).